The task is: Regression. Given a peptide amino acid sequence and an MHC pseudo amino acid sequence, predict their binding affinity value. This is MHC class I binding data.. This data is from Peptide-MHC class I binding affinity with 185,985 pairs from IEDB/IMGT. (1) The peptide sequence is SRQRQAIPY. The MHC is HLA-A26:01 with pseudo-sequence HLA-A26:01. The binding affinity (normalized) is 0.0847. (2) The peptide sequence is ITTESIVIW. The MHC is HLA-A01:01 with pseudo-sequence HLA-A01:01. The binding affinity (normalized) is 0.0550. (3) The peptide sequence is SPLPITLKY. The MHC is HLA-A02:12 with pseudo-sequence HLA-A02:12. The binding affinity (normalized) is 0.0847.